The task is: Predict the product of the given reaction.. This data is from Forward reaction prediction with 1.9M reactions from USPTO patents (1976-2016). (1) Given the reactants [CH2:1]([O:8][C:9]([C:11]1[CH:20]=[CH:19][C:18]2[C:13](=[CH:14][CH:15]=[C:16]([C:21](O)=[O:22])[CH:17]=2)[CH:12]=1)=[O:10])[C:2]1[CH:7]=[CH:6][CH:5]=[CH:4][CH:3]=1.B.C1COCC1, predict the reaction product. The product is: [CH2:1]([O:8][C:9]([C:11]1[CH:20]=[CH:19][C:18]2[C:13](=[CH:14][CH:15]=[C:16]([CH2:21][OH:22])[CH:17]=2)[CH:12]=1)=[O:10])[C:2]1[CH:3]=[CH:4][CH:5]=[CH:6][CH:7]=1. (2) Given the reactants [F:1][C:2]([F:18])([F:17])[C:3]1[CH:4]=[C:5]([C:11]2[CH:16]=[CH:15][CH:14]=[CH:13][CH:12]=2)[CH:6]=[CH:7][C:8]=1[CH2:9][OH:10].C1(P(C2C=CC=CC=2)C2C=CC=CC=2)C=CC=CC=1.CCOC(/N=N/C(OCC)=O)=O.[C:50]([O:54][C:55]([N:57]1[C:65]2[C:60](=[CH:61][C:62](O)=[CH:63][CH:64]=2)[CH2:59][CH2:58]1)=[O:56])([CH3:53])([CH3:52])[CH3:51], predict the reaction product. The product is: [C:50]([O:54][C:55]([N:57]1[C:65]2[C:60](=[CH:61][C:62]([O:10][CH2:9][C:8]3[CH:7]=[CH:6][C:5]([C:11]4[CH:16]=[CH:15][CH:14]=[CH:13][CH:12]=4)=[CH:4][C:3]=3[C:2]([F:17])([F:18])[F:1])=[CH:63][CH:64]=2)[CH2:59][CH2:58]1)=[O:56])([CH3:53])([CH3:51])[CH3:52]. (3) Given the reactants [CH3:1][C:2]1[C:7]([CH3:8])=[C:6]([CH3:9])[N:5]=[C:4]([N:10]2[CH2:17][CH:16]3[CH:12]([CH2:13][NH:14][CH2:15]3)[CH2:11]2)[N:3]=1.[Br:18][C:19]1[C:24]([C:25](O)=[O:26])=[CH:23][CH:22]=[CH:21][N:20]=1, predict the reaction product. The product is: [Br:18][C:19]1[C:24]([C:25]([N:14]2[CH2:13][CH:12]3[CH:16]([CH2:17][N:10]([C:4]4[N:5]=[C:6]([CH3:9])[C:7]([CH3:8])=[C:2]([CH3:1])[N:3]=4)[CH2:11]3)[CH2:15]2)=[O:26])=[CH:23][CH:22]=[CH:21][N:20]=1. (4) Given the reactants Br[C:2]1[CH:3]=[C:4]2[C:9](=[CH:10][CH:11]=1)[N:8]=[CH:7][C:6]([C:12](=[O:15])[CH2:13][CH3:14])=[C:5]2[NH:16][C:17]1[CH:18]=[CH:19][C:20]([N:23]2[CH2:27][CH2:26][CH:25]([NH:28]C(=O)OC(C)(C)C)[CH2:24]2)=[N:21][CH:22]=1.[Cl:36][C:37]1[CH:42]=[C:41](B2OC(C)(C)C(C)(C)O2)[CH:40]=[C:39]([Cl:52])[C:38]=1[OH:53], predict the reaction product. The product is: [NH2:28][CH:25]1[CH2:26][CH2:27][N:23]([C:20]2[N:21]=[CH:22][C:17]([NH:16][C:5]3[C:4]4[C:9](=[CH:10][CH:11]=[C:2]([C:41]5[CH:42]=[C:37]([Cl:36])[C:38]([OH:53])=[C:39]([Cl:52])[CH:40]=5)[CH:3]=4)[N:8]=[CH:7][C:6]=3[C:12](=[O:15])[CH2:13][CH3:14])=[CH:18][CH:19]=2)[CH2:24]1. (5) The product is: [ClH:12].[CH:13]1[C:22]2[C:17](=[C:18]([NH:23][C@H:24]3[CH2:25][CH2:26][C@H:27]([NH:30][CH2:2][CH2:3][CH2:4][OH:5])[CH2:28][CH2:29]3)[CH:19]=[CH:20][CH:21]=2)[CH:16]=[CH:15][N:14]=1. Given the reactants Br[CH2:2][CH2:3][CH2:4][O:5][CH:4]1[CH2:3][CH2:2]CC[O:5]1.[ClH:12].[CH:13]1[C:22]2[C:17](=[C:18]([NH:23][C@H:24]3[CH2:29][CH2:28][C@H:27]([NH2:30])[CH2:26][CH2:25]3)[CH:19]=[CH:20][CH:21]=2)[CH:16]=[CH:15][N:14]=1, predict the reaction product. (6) The product is: [F:1][C:2]1[CH:7]=[N:6][C:5]([N:8]2[CH2:13][CH2:12][CH:11]([O:14][C:15]3[S:16][C:17]4[CH:23]=[C:22]([C:24]5[CH2:25][CH2:26][N:27]([S:39]([N:38]([CH3:43])[CH3:37])(=[O:41])=[O:40])[CH2:28][CH:29]=5)[CH:21]=[CH:20][C:18]=4[N:19]=3)[CH2:10][CH2:9]2)=[N:4][CH:3]=1. Given the reactants [F:1][C:2]1[CH:3]=[N:4][C:5]([N:8]2[CH2:13][CH2:12][CH:11]([O:14][C:15]3[S:16][C:17]4[CH:23]=[C:22]([C:24]5[CH2:25][CH2:26][NH:27][CH2:28][CH:29]=5)[CH:21]=[CH:20][C:18]=4[N:19]=3)[CH2:10][CH2:9]2)=[N:6][CH:7]=1.C(N(CC)CC)C.[CH3:37][N:38]([CH3:43])[S:39](Cl)(=[O:41])=[O:40], predict the reaction product. (7) Given the reactants [ClH:1].[CH2:2]([O:9][C:10](=[O:14])[C@@H:11]([NH2:13])[CH3:12])[C:3]1[CH:8]=[CH:7][CH:6]=[CH:5][CH:4]=1.[CH:15](N(CC)C(C)C)(C)[CH3:16].C(=O)C.[BH4-].[Na+], predict the reaction product. The product is: [ClH:1].[CH2:2]([O:9][C:10](=[O:14])[C@@H:11]([NH:13][CH2:15][CH3:16])[CH3:12])[C:3]1[CH:8]=[CH:7][CH:6]=[CH:5][CH:4]=1.